From a dataset of Reaction yield outcomes from USPTO patents with 853,638 reactions. Predict the reaction yield, written as a fraction of the theoretical maximum amount of product (1.0 means a 100% yield; for example, 0.34 means a 34% yield). (1) The reactants are [Cl:1][C:2]1[N:7]=[C:6](Cl)[CH:5]=[CH:4][N:3]=1.[OH:9][C:10]1[CH:37]=[CH:36][CH:35]=[CH:34][C:11]=1[CH2:12][NH:13][C:14]([NH:16][C:17]1[N:21]([C:22]2[CH:27]=[CH:26][C:25]([O:28][CH3:29])=[CH:24][CH:23]=2)[N:20]=[C:19]([C:30]([CH3:33])([CH3:32])[CH3:31])[CH:18]=1)=[O:15].[OH-].[Na+].[Cl-].[NH4+]. The catalyst is CC(C)=O. The product is [Cl:1][C:2]1[N:7]=[C:6]([O:9][C:10]2[CH:37]=[CH:36][CH:35]=[CH:34][C:11]=2[CH2:12][NH:13][C:14]([NH:16][C:17]2[N:21]([C:22]3[CH:27]=[CH:26][C:25]([O:28][CH3:29])=[CH:24][CH:23]=3)[N:20]=[C:19]([C:30]([CH3:31])([CH3:32])[CH3:33])[CH:18]=2)=[O:15])[CH:5]=[CH:4][N:3]=1. The yield is 0.860. (2) The reactants are [Cl:1][C:2]1[CH:8]=[C:7]([Cl:9])[CH:6]=[CH:5][C:3]=1[NH2:4].[Br:10][CH2:11][C:12](Br)=[O:13].C(N(CC)CC)C. The catalyst is C(Cl)Cl. The product is [Br:10][CH2:11][C:12]([NH:4][C:3]1[CH:5]=[CH:6][C:7]([Cl:9])=[CH:8][C:2]=1[Cl:1])=[O:13]. The yield is 0.804. (3) The reactants are [NH2:1][C:2]1[C:3]([F:34])=[C:4]([CH:29]=[CH:30][C:31]=1[C:32]#[N:33])[C:5]([NH:7][C:8]1[C:13]([Cl:14])=[CH:12][C:11]([C:15]([F:27])([C:23]([F:26])([F:25])[F:24])[C:16]([F:22])([F:21])[C:17]([F:20])([F:19])[F:18])=[CH:10][C:9]=1[Cl:28])=[O:6].[H-].[Na+].[C:37]([C:39]1[CH:47]=[CH:46][C:42]([C:43](Cl)=[O:44])=[C:41]([CH3:48])[CH:40]=1)#[N:38].C(=O)([O-])O.[Na+]. The catalyst is CN(C)C(=O)C. The product is [C:32]([C:31]1[CH:30]=[CH:29][C:4]([C:5]([NH:7][C:8]2[C:9]([Cl:28])=[CH:10][C:11]([C:15]([F:27])([C:23]([F:24])([F:25])[F:26])[C:16]([F:21])([F:22])[C:17]([F:18])([F:19])[F:20])=[CH:12][C:13]=2[Cl:14])=[O:6])=[C:3]([F:34])[C:2]=1[NH:1][C:43](=[O:44])[C:42]1[CH:46]=[CH:47][C:39]([C:37]#[N:38])=[CH:40][C:41]=1[CH3:48])#[N:33]. The yield is 0.150.